This data is from Reaction yield outcomes from USPTO patents with 853,638 reactions. The task is: Predict the reaction yield, written as a fraction of the theoretical maximum amount of product (1.0 means a 100% yield; for example, 0.34 means a 34% yield). The reactants are Cl[C:2]1[C:7]([CH:8]=[O:9])=[CH:6][N:5]=[C:4]([NH:10][C:11](=[O:13])[CH3:12])[CH:3]=1.[Cl:14][C:15]1[CH:20]=[CH:19][C:18](B(O)O)=[C:17]([F:24])[CH:16]=1.C(=O)([O-])[O-].[Cs+].[Cs+]. The catalyst is O.C1COCC1.C1C=CC([P]([Pd]([P](C2C=CC=CC=2)(C2C=CC=CC=2)C2C=CC=CC=2)([P](C2C=CC=CC=2)(C2C=CC=CC=2)C2C=CC=CC=2)[P](C2C=CC=CC=2)(C2C=CC=CC=2)C2C=CC=CC=2)(C2C=CC=CC=2)C2C=CC=CC=2)=CC=1. The product is [Cl:14][C:15]1[CH:20]=[CH:19][C:18]([C:2]2[C:7]([CH:8]=[O:9])=[CH:6][N:5]=[C:4]([NH:10][C:11](=[O:13])[CH3:12])[CH:3]=2)=[C:17]([F:24])[CH:16]=1. The yield is 0.600.